From a dataset of Full USPTO retrosynthesis dataset with 1.9M reactions from patents (1976-2016). Predict the reactants needed to synthesize the given product. (1) Given the product [N+:8]([C:11]1[CH:12]=[CH:13][C:14]2[O:18][C:17]([C:19]([NH2:27])=[O:20])=[CH:16][C:15]=2[CH:22]=1)([O-:10])=[O:9], predict the reactants needed to synthesize it. The reactants are: C1(C)C=CC=CC=1.[N+:8]([C:11]1[CH:12]=[CH:13][C:14]2[O:18][C:17]([C:19](O)=[O:20])=[CH:16][C:15]=2[CH:22]=1)([O-:10])=[O:9].S(Cl)(Cl)=O.[NH3:27]. (2) Given the product [S:49](=[O:51])(=[O:50])([O:1][CH2:2][C@H:3]1[CH2:4][C@@H:5]([NH:19][C:20]2[C:25]([C:26]([C:28]3[S:29][CH:30]=[C:31]([CH2:33][CH2:34][C:35]4[CH:40]=[CH:39][CH:38]=[CH:37][CH:36]=4)[CH:32]=3)=[O:27])=[CH:24][N:23]=[CH:22][N:21]=2)[CH2:6][C@@H:7]1[OH:8])[NH2:52], predict the reactants needed to synthesize it. The reactants are: [OH:1][CH2:2][C@@H:3]1[C@@H:7]([O:8][Si](C(C)C)(C(C)C)C(C)C)[CH2:6][C@H:5]([NH:19][C:20]2[C:25]([C:26]([C:28]3[S:29][CH:30]=[C:31]([CH2:33][CH2:34][C:35]4[CH:40]=[CH:39][CH:38]=[CH:37][CH:36]=4)[CH:32]=3)=[O:27])=[CH:24][N:23]=[CH:22][N:21]=2)[CH2:4]1.C(N(CC)CC)C.Cl[S:49]([NH2:52])(=[O:51])=[O:50].Cl. (3) Given the product [N:1]1([C:11]2[CH:33]=[N:32][C:14]3[N:15]([CH2:24][O:25][CH2:26][CH2:27][Si:28]([CH3:29])([CH3:31])[CH3:30])[C:16]4[CH:21]=[N:20][C:19]([C:22]#[N:23])=[CH:18][C:17]=4[C:13]=3[CH:12]=2)[C:9]2[C:4](=[CH:5][CH:6]=[CH:7][CH:8]=2)[CH2:3][CH2:2]1, predict the reactants needed to synthesize it. The reactants are: [NH:1]1[C:9]2[C:4](=[CH:5][CH:6]=[CH:7][CH:8]=2)[CH2:3][CH2:2]1.Br[C:11]1[CH:33]=[N:32][C:14]2[N:15]([CH2:24][O:25][CH2:26][CH2:27][Si:28]([CH3:31])([CH3:30])[CH3:29])[C:16]3[CH:21]=[N:20][C:19]([C:22]#[N:23])=[CH:18][C:17]=3[C:13]=2[CH:12]=1.P([O-])([O-])([O-])=O.[K+].[K+].[K+].C1(P(C2CCCCC2)C2C=CC=CC=2C2C(OC(C)C)=CC=CC=2OC(C)C)CCCCC1. (4) Given the product [CH2:12]([C:9]1[NH:8][C:4]2[N:5]=[CH:6][N:7]=[C:2]([NH:14][C:15]3[CH:24]=[CH:23][C:18]4[NH:19][C:20](=[O:22])[S:21][C:17]=4[CH:16]=3)[C:3]=2[C:10]=1[CH3:11])[CH3:13], predict the reactants needed to synthesize it. The reactants are: Cl[C:2]1[C:3]2[C:10]([CH3:11])=[C:9]([CH2:12][CH3:13])[NH:8][C:4]=2[N:5]=[CH:6][N:7]=1.[NH2:14][C:15]1[CH:24]=[CH:23][C:18]2[NH:19][C:20](=[O:22])[S:21][C:17]=2[CH:16]=1.Cl. (5) Given the product [F:26][C:2]1[CH:7]=[C:6]([C:8]2[CH:9]=[CH:10][CH:11]=[CH:12][N:13]=2)[N:5]=[C:4]([C:14]2[CH:19]=[CH:18][CH:17]=[CH:16][N:15]=2)[CH:3]=1, predict the reactants needed to synthesize it. The reactants are: N[C:2]1[CH:7]=[C:6]([C:8]2[N:13]=[CH:12][CH:11]=[CH:10][CH:9]=2)[N:5]=[C:4]([C:14]2[CH:19]=[CH:18][CH:17]=[CH:16][N:15]=2)[CH:3]=1.N([O-])=O.[Na+].[OH-].[Na+].[F:26][B-](F)(F)F.[H+]. (6) Given the product [NH2:1][C:2]1[N:7]=[C:6]([N:8]2[CH2:20][CH2:19][C:11]3([CH2:15][NH:14][C@H:13]([C:16]([OH:18])=[O:17])[CH2:12]3)[CH2:10][CH2:9]2)[CH:5]=[C:4]([O:21][C@@H:22]([C:27]2[CH:32]=[CH:31][C:30]([C:33]3[CH:38]=[CH:37][C:36]([CH3:39])=[C:35]([CH3:40])[CH:34]=3)=[CH:29][C:28]=2[N:41]2[CH:45]=[CH:44][C:43]([CH3:46])=[N:42]2)[C:23]([F:26])([F:25])[F:24])[N:3]=1, predict the reactants needed to synthesize it. The reactants are: [NH2:1][C:2]1[N:7]=[C:6]([N:8]2[CH2:20][CH2:19][C:11]3([CH2:15][NH:14][C@H:13]([C:16]([OH:18])=[O:17])[CH2:12]3)[CH2:10][CH2:9]2)[CH:5]=[C:4]([O:21][C@H:22]([C:27]2[CH:32]=[CH:31][C:30]([C:33]3[CH:38]=[CH:37][C:36]([CH3:39])=[C:35]([CH3:40])[CH:34]=3)=[CH:29][C:28]=2[N:41]2[CH:45]=[CH:44][C:43]([CH3:46])=[N:42]2)[C:23]([F:26])([F:25])[F:24])[N:3]=1.NC1N=C(N2CCC3(CN(C(OCC4C=CC=CC=4)=O)[C@H](C(OCC)=O)C3)CC2)C=C(O[C@@H](C2C=CC(Cl)=CC=2N2C=CC(C)=N2)C(F)(F)F)N=1. (7) The reactants are: BrCC(C1C=CC(C(O)=O)=CC=1)=O.CNC(N)=S.[CH3:19][NH:20][C:21]1[S:22][CH:23]=[C:24]([C:26]2[CH:34]=[CH:33][C:29]([C:30]([OH:32])=[O:31])=[CH:28][CH:27]=2)[N:25]=1.[CH:35]1([NH2:38])[CH2:37][CH2:36]1.[CH2:39]([O:46][C:47]([N:49]1[CH:53]([C:54](O)=[O:55])[CH2:52][S:51][CH:50]1[C:57]1[CH:62]=[CH:61][N:60]=[CH:59][CH:58]=1)=[O:48])[C:40]1[CH:45]=[CH:44][CH:43]=[CH:42][CH:41]=1. Given the product [CH:35]1([NH:38][C:30](=[O:32])[C:29]2[CH:28]=[CH:27][C:26]([C:24]3[N:25]=[C:21]([NH:20][CH3:19])[S:22][CH:23]=3)=[CH:34][CH:33]=2)[CH2:37][CH2:36]1.[CH2:39]([O:46][C:47]([N:49]1[CH:53]([C:54](=[O:55])[N:20]([C:21]2[S:22][CH:23]=[C:24]([C:26]3[CH:34]=[CH:33][C:29]([C:30](=[O:31])[NH:38][CH:35]4[CH2:37][CH2:36]4)=[CH:28][CH:27]=3)[N:25]=2)[CH3:19])[CH2:52][S:51][CH:50]1[C:57]1[CH:58]=[CH:59][N:60]=[CH:61][CH:62]=1)=[O:48])[C:40]1[CH:41]=[CH:42][CH:43]=[CH:44][CH:45]=1, predict the reactants needed to synthesize it.